From a dataset of Full USPTO retrosynthesis dataset with 1.9M reactions from patents (1976-2016). Predict the reactants needed to synthesize the given product. The reactants are: C([O:14][C:15]([C:17]1([O:20]/[N:21]=[C:22](/[C:58]2[N:59]=[C:60]([NH:63]C(OC(C)(C)C)=O)[S:61][CH:62]=2)\[C:23]([NH:25][C@@H:26]2[C:29](=[O:30])[N:28]([S:31]([O-:34])(=[O:33])=[O:32])[C@@H:27]2[CH2:35][N:36]2[N:40]=[C:39]([CH2:41][N:42](C(OC(C)(C)C)=O)[CH2:43][C:44]3[CH:45]=[N+:46]([CH3:50])[CH:47]=[CH:48][CH:49]=3)[CH:38]=[N:37]2)=[O:24])[CH2:19][CH2:18]1)=[O:16])(C1C=CC=CC=1)C1C=CC=CC=1.C(O)(C(F)(F)F)=O. Given the product [NH2:63][C:60]1[S:61][CH:62]=[C:58](/[C:22](=[N:21]/[O:20][C:17]2([C:15]([OH:16])=[O:14])[CH2:18][CH2:19]2)/[C:23]([NH:25][C@@H:26]2[C:29](=[O:30])[N:28]([S:31]([O-:34])(=[O:32])=[O:33])[C@@H:27]2[CH2:35][N:36]2[N:40]=[C:39]([CH2:41][NH:42][CH2:43][C:44]3[CH:45]=[N+:46]([CH3:50])[CH:47]=[CH:48][CH:49]=3)[CH:38]=[N:37]2)=[O:24])[N:59]=1, predict the reactants needed to synthesize it.